From a dataset of Drug-target binding data from BindingDB using Ki measurements. Regression. Given a target protein amino acid sequence and a drug SMILES string, predict the binding affinity score between them. We predict pKi (pKi = -log10(Ki in M); higher means stronger inhibition). Dataset: bindingdb_ki. The compound is COc1ccccc1CNCCCCCCNCCCCCCCCNCCCCCCNCc1ccccc1OC. The target protein (P08485) has sequence MNFTPVNGSSANQSVRLVTAAHNHLETVEMVFIATVTGSLSLVTVVGNILVMLSIKVNRQLQTVNNYFLFSLGCADLIIGAFSMNLYTLYIIKGYWPLGAVVCDLWLALDYVVSNASVMNLLIISFDRYFCVTKPLTYPARRTTKMAGLMIAAAWVLSFVLWAPAILFWQFVVGKRTVPDNQCFIQFLSNPAVTFGTAIAAFYLPVVIMTVLYIHISLASRSRVHKHRPEGPKEKKAKTLAFLKSPLMKPSIKKPPPGGASREELRNGKLEEAPPPALPPPPRPVPDKDTSNESSSGSATQNTKERPPTELSTAEATTPALPAPTLQPRTLNPASKWSKIQIVTKQTGNECVTAIEIVPATPAGMRPAANVARKFASIARNQVRKKRQMAARERKVTRTIFAILLAFILTWTPYNVMVLVNTFCQSCIPERVWSIGYWLCYVNSTINPACYALCNATFKKTFRHLLLCQYRNIGTAR. The pKi is 7.5.